From a dataset of Catalyst prediction with 721,799 reactions and 888 catalyst types from USPTO. Predict which catalyst facilitates the given reaction. (1) Reactant: [NH2:1][C:2]1[CH:7]=[CH:6][C:5]([N+:8]([O-:10])=[O:9])=[CH:4][C:3]=1[SH:11].[OH-].[Na+].Br[CH2:15][CH2:16][Cl:17]. Product: [Cl:17][CH2:16][CH2:15][S:11][C:3]1[CH:4]=[C:5]([N+:8]([O-:10])=[O:9])[CH:6]=[CH:7][C:2]=1[NH2:1]. The catalyst class is: 815. (2) Reactant: [F:1][C:2]1[CH:7]=[C:6]([I:8])[CH:5]=[CH:4][C:3]=1[NH:9][C:10]1[N:15]([CH3:16])[C:14](=[O:17])[C:13]2[CH:18]=[CH:19][O:20][C:12]=2[C:11]=1[C:21]([NH2:23])=[O:22].[H-].[Na+].[Si:26]([O:33][CH2:34][C:35](Cl)=[O:36])([C:29]([CH3:32])([CH3:31])[CH3:30])([CH3:28])[CH3:27].O. Product: [Si:26]([O:33][CH2:34][C:35]([NH:23][C:21]([C:11]1[C:12]2[O:20][CH:19]=[CH:18][C:13]=2[C:14](=[O:17])[N:15]([CH3:16])[C:10]=1[NH:9][C:3]1[CH:4]=[CH:5][C:6]([I:8])=[CH:7][C:2]=1[F:1])=[O:22])=[O:36])([C:29]([CH3:32])([CH3:31])[CH3:30])([CH3:28])[CH3:27]. The catalyst class is: 56. (3) Reactant: [CH2:1]([O:8][C:9]([N:11]1[CH2:16][CH2:15][CH2:14][C@@H:13]([CH:17]([NH:21][CH2:22][CH:23]=[CH2:24])[CH2:18][CH2:19][OH:20])[CH2:12]1)=[O:10])[C:2]1[CH:7]=[CH:6][CH:5]=[CH:4][CH:3]=1.[CH3:25][S:26](Cl)(=[O:28])=[O:27].CCN(CC)CC. Product: [CH2:1]([O:8][C:9]([N:11]1[CH2:16][CH2:15][CH2:14][C@@H:13]([CH:17]([NH:21][CH2:22][CH:23]=[CH2:24])[CH2:18][CH2:19][O:20][S:26]([CH3:25])(=[O:28])=[O:27])[CH2:12]1)=[O:10])[C:2]1[CH:7]=[CH:6][CH:5]=[CH:4][CH:3]=1. The catalyst class is: 2. (4) Reactant: Br[C:2]1[C:11](=[O:12])[C:10]2[C:5](=[CH:6][CH:7]=[CH:8][CH:9]=2)[O:4][CH:3]=1.[F:13][C:14]1[CH:19]=[CH:18][C:17](B(O)O)=[CH:16][CH:15]=1.C([O-])([O-])=O.[K+].[K+].C1COCC1. Product: [F:13][C:14]1[CH:19]=[CH:18][C:17]([C:2]2[C:11](=[O:12])[C:10]3[C:5](=[CH:6][CH:7]=[CH:8][CH:9]=3)[O:4][CH:3]=2)=[CH:16][CH:15]=1. The catalyst class is: 189. (5) Reactant: C([C@H]1COC(=O)N1C(=O)[CH2:15][C@H:16]([C:38]1[CH:42]=[CH:41][O:40][N:39]=1)[C:17]1[CH:22]=[CH:21][C:20]([O:23][CH2:24][CH:25]([O:27][C:28]2[CH:33]=[CH:32][C:31]([C:34]([F:37])([F:36])[F:35])=[CH:30][CH:29]=2)[CH3:26])=[CH:19][CH:18]=1)C1C=CC=CC=1.[OH:44]O.[OH-].[Li+].Cl.C1[CH2:53][O:52]CC1. Product: [O:40]1[CH:41]=[CH:42][C:38]([C@H:16]([C:17]2[CH:18]=[CH:19][C:20]([O:23][CH2:24][CH:25]([O:27][C:28]3[CH:29]=[CH:30][C:31]([C:34]([F:36])([F:35])[F:37])=[CH:32][CH:33]=3)[CH3:26])=[CH:21][CH:22]=2)[CH2:15][C:53]([OH:52])=[O:44])=[N:39]1. The catalyst class is: 6.